This data is from CYP3A4 inhibition data for predicting drug metabolism from PubChem BioAssay. The task is: Regression/Classification. Given a drug SMILES string, predict its absorption, distribution, metabolism, or excretion properties. Task type varies by dataset: regression for continuous measurements (e.g., permeability, clearance, half-life) or binary classification for categorical outcomes (e.g., BBB penetration, CYP inhibition). Dataset: cyp3a4_veith. The compound is COc1ccc(-n2c(=O)cnc3cnc(OC)nc32)cc1. The result is 0 (non-inhibitor).